Dataset: Reaction yield outcomes from USPTO patents with 853,638 reactions. Task: Predict the reaction yield, written as a fraction of the theoretical maximum amount of product (1.0 means a 100% yield; for example, 0.34 means a 34% yield). The reactants are [Cl-].O[NH3+:3].[C:4](=[O:7])([O-])[OH:5].[Na+].CS(C)=O.[CH2:13]([C:17]1[N:18]([CH2:32][C:33]2[CH:38]=[CH:37][C:36]([C:39]3[C:40]([C:45]#[N:46])=[CH:41][CH:42]=[CH:43][CH:44]=3)=[CH:35][CH:34]=2)[C:19](=[O:31])[C:20]([C:24]2[CH:29]=[CH:28][C:27]([F:30])=[CH:26][CH:25]=2)=[C:21]([CH3:23])[N:22]=1)[CH2:14][CH2:15][CH3:16]. The catalyst is O. The product is [CH2:13]([C:17]1[N:18]([CH2:32][C:33]2[CH:34]=[CH:35][C:36]([C:39]3[CH:44]=[CH:43][CH:42]=[CH:41][C:40]=3[C:45]3[NH:3][C:4](=[O:7])[O:5][N:46]=3)=[CH:37][CH:38]=2)[C:19](=[O:31])[C:20]([C:24]2[CH:25]=[CH:26][C:27]([F:30])=[CH:28][CH:29]=2)=[C:21]([CH3:23])[N:22]=1)[CH2:14][CH2:15][CH3:16]. The yield is 0.720.